From a dataset of Human liver microsome stability data. Regression/Classification. Given a drug SMILES string, predict its absorption, distribution, metabolism, or excretion properties. Task type varies by dataset: regression for continuous measurements (e.g., permeability, clearance, half-life) or binary classification for categorical outcomes (e.g., BBB penetration, CYP inhibition). Dataset: hlm. (1) The drug is CC(C)[C@]1(C(=O)N2C[C@@H]3C[C@H]2CN3C(=O)OC(C)(C)C)CC[C@@H](NC2CCOCC2F)C1. The result is 0 (unstable in human liver microsomes). (2) The compound is Cn1c(Nc2ccc(I)cc2F)c(C(=O)NOCCO)c2c1C(=O)CC2. The result is 1 (stable in human liver microsomes). (3) The result is 1 (stable in human liver microsomes). The drug is Cc1cccc(CN(Cc2ccccn2)[C@H]2CCNC2)c1C. (4) The drug is Cc1noc(C)c1-c1ccc(-c2nc(C)c([C@H](OC(C)(C)C)C(=O)O)c(-c3ccc4c(c3)CCCO4)c2C)c(F)c1. The result is 0 (unstable in human liver microsomes). (5) The drug is CC(=NCCc1ccncc1)Nc1ccnc2cc(Cl)ccc12. The result is 0 (unstable in human liver microsomes). (6) The molecule is Cc1cnc(N)nc1OCC(C)(C)CO. The result is 0 (unstable in human liver microsomes). (7) The molecule is Cc1noc(C)c1NC(=O)[C@H](Cc1c[nH]c2ccccc12)NC(=O)C1CCCCC1. The result is 1 (stable in human liver microsomes). (8) The drug is O=C(O)C[C@H]1CCc2c1[nH]c1ccc(OCc3ccc(C4CCCC4)c(C(F)(F)F)c3)cc21. The result is 0 (unstable in human liver microsomes). (9) The compound is CC(C)CNC(=O)[C@H]1C[C@@](F)(c2ccc(CN3CCCC3)c(F)c2)C1. The result is 0 (unstable in human liver microsomes).